The task is: Predict the reaction yield, written as a fraction of the theoretical maximum amount of product (1.0 means a 100% yield; for example, 0.34 means a 34% yield).. This data is from Reaction yield outcomes from USPTO patents with 853,638 reactions. (1) The reactants are [Cl:1][C:2]1[C:3]([CH2:12][CH:13]([NH2:15])[CH3:14])=[N:4][CH:5]=[C:6]([C:8]([F:11])([F:10])[F:9])[CH:7]=1.[F:16][CH:17]([F:28])[C:18]1[C:22]([C:23](O)=[O:24])=[C:21]([F:26])[N:20]([CH3:27])[N:19]=1.ON1C2C=CC=CC=2N=N1.C(N(CC)CC)C. The catalyst is CN(C)C=O. The product is [Cl:1][C:2]1[C:3]([CH2:12][CH:13]([NH:15][C:23]([C:22]2[C:18]([CH:17]([F:28])[F:16])=[N:19][N:20]([CH3:27])[C:21]=2[F:26])=[O:24])[CH3:14])=[N:4][CH:5]=[C:6]([C:8]([F:11])([F:9])[F:10])[CH:7]=1. The yield is 0.780. (2) The reactants are N1CCCC[CH2:2]1.C=O.[CH:9]1([CH:15]([C:19]([OH:21])=[O:20])[C:16](O)=O)[CH2:14][CH2:13][CH2:12][CH2:11][CH2:10]1. The catalyst is N1C=CC=CC=1. The product is [CH3:2][O:21][C:19](=[O:20])[C:15]([CH:9]1[CH2:14][CH2:13][CH2:12][CH2:11][CH2:10]1)=[CH2:16]. The yield is 0.800. (3) The reactants are [CH3:1][C:2]([NH:8][C:9]([C:11]1[CH:16]=[C:15]([O:17][CH2:18][C:19]([F:22])([F:21])[F:20])[C:14]([Br:23])=[CH:13][N:12]=1)=[O:10])([C:6]#[N:7])[CH:3]1[CH2:5][CH2:4]1.C(N(CC)CC)C.Cl.[NH2:32][OH:33]. The catalyst is C(O)C. The product is [CH:3]1([C:2]([NH:8][C:9]([C:11]2[CH:16]=[C:15]([O:17][CH2:18][C:19]([F:22])([F:20])[F:21])[C:14]([Br:23])=[CH:13][N:12]=2)=[O:10])([C:6](=[NH:7])[NH:32][OH:33])[CH3:1])[CH2:5][CH2:4]1. The yield is 0.590. (4) The reactants are [Cl:1][C:2]1[CH:3]=[C:4]2[C:8](=[CH:9][CH:10]=1)[N:7]([CH2:11][C:12]([O:14][CH2:15][CH3:16])=[O:13])[C:6](=[O:17])[C:5]2([C:20]1[C:21]([OH:29])=[CH:22][C:23]2[O:27][CH2:26][CH2:25][C:24]=2[CH:28]=1)[CH2:18]O.ClC1C=CC(Cl)=C2C=1C(C1C(O)=CC3OCOC=3C=1)(CO)C(=O)N2CCCCC. No catalyst specified. The product is [Cl:1][C:2]1[CH:3]=[C:4]2[C:8](=[CH:9][CH:10]=1)[N:7]([CH2:11][C:12]([O:14][CH2:15][CH3:16])=[O:13])[C:6](=[O:17])[C:5]12[CH2:18][O:29][C:21]2[CH:22]=[C:23]3[C:24](=[CH:28][C:20]1=2)[CH2:25][CH2:26][O:27]3. The yield is 0.900. (5) The reactants are [NH:1]1[CH2:6][CH2:5][CH:4]([C:7]([OH:9])=[O:8])[CH2:3][CH2:2]1.C([O-])([O-])=O.[Na+].[Na+].[C:16](=O)([O:25]N1C(=O)CCC1=O)[O:17][CH2:18][C:19]1[CH:24]=[CH:23][CH:22]=[CH:21][CH:20]=1. The catalyst is O.CC#N. The product is [CH2:18]([O:17][C:16]([N:1]1[CH2:6][CH2:5][CH:4]([C:7]([OH:9])=[O:8])[CH2:3][CH2:2]1)=[O:25])[C:19]1[CH:24]=[CH:23][CH:22]=[CH:21][CH:20]=1. The yield is 0.220. (6) The yield is 0.720. The catalyst is CN(C=O)C.CCOC(C)=O. The product is [CH2:48]([O:55][C:56]([N:58]1[CH2:64][C@H:63]([OH:65])[C@@H:62]([N:66]([CH3:1])[C:26](=[O:28])[C@@H:21]([NH:20][C:13]([O:15][C:16]([CH3:17])([CH3:18])[CH3:19])=[O:14])[CH2:22][CH2:23][CH3:25])[CH2:61][CH2:60][C@H:59]1[CH3:67])=[O:57])[C:49]1[CH:50]=[CH:51][CH:52]=[CH:53][CH:54]=1. The reactants are [CH3:1]N(C)CCCN=C=NCC.O.[C:13]([NH:20][C@H:21]([C:26]([OH:28])=O)[CH2:22][CH:23]([CH3:25])C)([O:15][C:16]([CH3:19])([CH3:18])[CH3:17])=[O:14].C(N(C(C)C)CC)(C)C.OC1C2N=NNC=2C=CC=1.[CH2:48]([O:55][C:56]([N:58]1[CH2:64][CH:63]([OH:65])[CH:62]([NH2:66])[CH2:61][CH2:60][CH:59]1[CH3:67])=[O:57])[C:49]1[CH:54]=[CH:53][CH:52]=[CH:51][CH:50]=1. (7) The reactants are [NH2:1][C:2]1[CH:3]=[C:4]([CH:25]=[CH:26][CH:27]=1)[O:5][C:6]1[CH:14]=[C:13]([F:15])[CH:12]=[C:11]([NH:16][C:17]2[CH:22]=[CH:21][C:20]([I:23])=[CH:19][C:18]=2[F:24])[C:7]=1[C:8]([NH2:10])=[O:9].[CH:28]([S:31](Cl)(=[O:33])=[O:32])([CH3:30])[CH3:29].S(Cl)(Cl)(=O)=O. The catalyst is N1C=CC=CC=1.C(OCC)(=O)C. The product is [F:15][C:13]1[CH:14]=[C:6]([O:5][C:4]2[CH:25]=[CH:26][CH:27]=[C:2]([NH:1][S:31]([CH:28]([CH3:30])[CH3:29])(=[O:33])=[O:32])[CH:3]=2)[C:7]([C:8]([NH2:10])=[O:9])=[C:11]([NH:16][C:17]2[CH:22]=[CH:21][C:20]([I:23])=[CH:19][C:18]=2[F:24])[CH:12]=1. The yield is 0.460.